From a dataset of Reaction yield outcomes from USPTO patents with 853,638 reactions. Predict the reaction yield, written as a fraction of the theoretical maximum amount of product (1.0 means a 100% yield; for example, 0.34 means a 34% yield). (1) The reactants are O[C@H:2]1[CH2:7][N:6]([C:8](OC(C)(C)C)=[O:9])[C@H:5](C(N2CC=C(C3C=CC=CC=3)CC2)=O)[C@@H:4](C(OC)=O)[CH2:3]1.[OH:33][C@H:34]1[CH2:39][NH:38][C@H:37](C(O)=O)[C@@H:36]([C:43]([O:45]C)=O)[CH2:35]1.Cl.C1([C:54]2[CH2:55][CH2:56][NH:57][CH2:58][CH:59]=2)C=CC=CC=1.F[P-](F)(F)(F)(F)F.[N:67]1([O:76][P+](N(C)C)(N(C)C)N(C)C)C2C=CC=CC=2N=N1.CN(C)C=O.C(N(CC)[CH:96]([CH3:98])[CH3:97])(C)C.[CH2:101](Cl)Cl.[C:104](OC(OC(OC(C)(C)C)=O)=O)([CH3:107])(C)[CH3:105]. The catalyst is O. The product is [OH:76][NH:67][C:43]([C@H:36]1[CH2:35][C@H:34]([O:33][C:54]2[CH:59]=[CH:58][N:57]=[CH:56][CH:55]=2)[CH2:39][N:38]([CH3:101])[C@@H:37]1[C:8]([N:6]1[CH2:5][CH:4]=[C:3]([C:97]2[CH:96]=[CH:98][CH:107]=[CH:104][CH:105]=2)[CH2:2][CH2:7]1)=[O:9])=[O:45]. The yield is 0.519. (2) The reactants are [CH:1]([C:4]1[CH:5]=[C:6]([CH:9]=[C:10]([CH:21]([CH3:23])[CH3:22])[C:11]=1[O:12][CH2:13][CH2:14][N:15]1[CH2:20][CH2:19][O:18][CH2:17][CH2:16]1)[CH:7]=O)([CH3:3])[CH3:2].[Cl:24][C:25]1[CH:26]=[C:27]2[C:31](=[CH:32][CH:33]=1)[NH:30][C:29](=[O:34])[CH2:28]2.N1CCCC1.Cl. The catalyst is C(O)C. The product is [Cl:24][C:25]1[CH:26]=[C:27]2[C:31](=[CH:32][CH:33]=1)[NH:30][C:29](=[O:34])[C:28]2=[CH:7][C:6]1[CH:5]=[C:4]([CH:1]([CH3:3])[CH3:2])[C:11]([O:12][CH2:13][CH2:14][N:15]2[CH2:20][CH2:19][O:18][CH2:17][CH2:16]2)=[C:10]([CH:21]([CH3:23])[CH3:22])[CH:9]=1. The yield is 0.100. (3) The reactants are [CH3:1][C:2]1[CH:7]=[CH:6][C:5](OB(O)O)=[CH:4][CH:3]=1.C(=O)([O-])[O-].[Na+].[Na+].C(O)C.Br[C:22]1[CH:32]=[CH:31][C:25]2[CH2:26][C:27]([CH3:30])([CH3:29])[O:28][C:24]=2[CH:23]=1. The catalyst is C1C=CC([P]([Pd]([P](C2C=CC=CC=2)(C2C=CC=CC=2)C2C=CC=CC=2)([P](C2C=CC=CC=2)(C2C=CC=CC=2)C2C=CC=CC=2)[P](C2C=CC=CC=2)(C2C=CC=CC=2)C2C=CC=CC=2)(C2C=CC=CC=2)C2C=CC=CC=2)=CC=1.C(OCC)(=O)C.O.C(COC)OC. The product is [CH3:29][C:27]1([CH3:30])[CH2:26][C:25]2[CH:31]=[CH:32][C:22]([C:5]3[CH:6]=[CH:7][C:2]([CH3:1])=[CH:3][CH:4]=3)=[CH:23][C:24]=2[O:28]1. The yield is 0.560. (4) The reactants are [C:1]([O:5]C)(=[O:4])[CH2:2][SH:3].C[O-].[Na+].Cl[C:11]1[N:15]([CH:16]2[CH2:21][CH2:20][CH2:19][CH2:18][CH2:17]2)[C:14]([C:22]2[CH:27]=[CH:26][CH:25]=[CH:24][CH:23]=2)=[N:13][C:12]=1[CH:28]=O.[OH-].[Na+]. The catalyst is CO.C1COCC1. The product is [CH:16]1([N:15]2[C:11]3[S:3][C:2]([C:1]([OH:5])=[O:4])=[CH:28][C:12]=3[N:13]=[C:14]2[C:22]2[CH:23]=[CH:24][CH:25]=[CH:26][CH:27]=2)[CH2:17][CH2:18][CH2:19][CH2:20][CH2:21]1. The yield is 0.320. (5) The reactants are [O:1]=[C:2]1[C:11]2[C:6](=[CH:7][CH:8]=[CH:9][C:10]=2[C:12]([F:15])([F:14])[F:13])[NH:5][CH:4]=[C:3]1[C:16]([OH:18])=O.[CH:19]12[N:25]([C:26]3[N:31]=[C:30]([C:32]([F:35])([F:34])[F:33])[C:29]([NH2:36])=[CH:28][CH:27]=3)[CH:22]([CH2:23][CH2:24]1)[CH2:21][CH2:20]2.N1C=CC=CC=1. The catalyst is CC1CCCO1.C(OCC)(=O)C. The product is [CH:22]12[N:25]([C:26]3[N:31]=[C:30]([C:32]([F:35])([F:33])[F:34])[C:29]([NH:36][C:16]([C:3]4[C:2](=[O:1])[C:11]5[C:6](=[CH:7][CH:8]=[CH:9][C:10]=5[C:12]([F:13])([F:14])[F:15])[NH:5][CH:4]=4)=[O:18])=[CH:28][CH:27]=3)[CH:19]([CH2:20][CH2:21]1)[CH2:24][CH2:23]2. The yield is 0.710. (6) The reactants are [Br:1][C:2]1[C:3](Cl)=[C:4]2[C:10]([C:11]3[CH:16]=[CH:15][CH:14]=[CH:13][C:12]=3[O:17][CH3:18])=[CH:9][N:8]([CH2:19][O:20][CH2:21][CH2:22][Si:23]([CH3:26])([CH3:25])[CH3:24])[C:5]2=[N:6][CH:7]=1.[CH3:28][NH:29][CH2:30][CH2:31][OH:32]. No catalyst specified. The product is [Br:1][C:2]1[C:3]([N:29]([CH3:28])[CH2:30][CH2:31][OH:32])=[C:4]2[C:10]([C:11]3[CH:16]=[CH:15][CH:14]=[CH:13][C:12]=3[O:17][CH3:18])=[CH:9][N:8]([CH2:19][O:20][CH2:21][CH2:22][Si:23]([CH3:26])([CH3:25])[CH3:24])[C:5]2=[N:6][CH:7]=1. The yield is 0.660.